From a dataset of Forward reaction prediction with 1.9M reactions from USPTO patents (1976-2016). Predict the product of the given reaction. (1) Given the reactants [O:1]1[C:5]2[CH:6]=[CH:7][CH:8]=[CH:9][C:4]=2[N:3]=[CH:2]1.I[C:11]1[CH:16]=[CH:15][CH:14]=[CH:13][CH:12]=1.CC([O-])(C)C.[K+].CN(C=O)C, predict the reaction product. The product is: [C:11]1([C:2]2[O:1][C:5]3[CH:6]=[CH:7][CH:8]=[CH:9][C:4]=3[N:3]=2)[CH:16]=[CH:15][CH:14]=[CH:13][CH:12]=1. (2) Given the reactants [Cl:1][C:2]1[CH:3]=[C:4]([CH2:10][O:11][C:12]2[N:16]([C:17]3[CH:22]=[C:21]([C:23]([OH:25])=[O:24])[CH:20]=[CH:19][N:18]=3)[N:15]=[CH:14][CH:13]=2)[CH:5]=[CH:6][C:7]=1[CH2:8][CH3:9].[C:26](#N)C.O, predict the reaction product. The product is: [Cl:1][C:2]1[CH:3]=[C:4]([CH2:10][O:11][C:12]2[N:16]([C:17]3[CH:22]=[C:21]([C:23]([O:25][CH3:26])=[O:24])[CH:20]=[CH:19][N:18]=3)[N:15]=[CH:14][CH:13]=2)[CH:5]=[CH:6][C:7]=1[CH2:8][CH3:9]. (3) Given the reactants [CH3:1][C:2]1[N:11]([C:12]2[CH:17]=[CH:16][C:15]([O:18][CH2:19][CH2:20][CH2:21][N:22]3[CH2:27][CH2:26][CH2:25][CH2:24][CH2:23]3)=[CH:14][CH:13]=2)[C:10](=[O:28])[C:9]2[C:4](=[CH:5][CH:6]=[C:7](Br)[CH:8]=2)[N:3]=1.[C:30]1(B(O)O)[CH:35]=[CH:34][CH:33]=[CH:32][CH:31]=1.C(=O)([O-])[O-].[Na+].[Na+], predict the reaction product. The product is: [CH3:1][C:2]1[N:11]([C:12]2[CH:17]=[CH:16][C:15]([O:18][CH2:19][CH2:20][CH2:21][N:22]3[CH2:27][CH2:26][CH2:25][CH2:24][CH2:23]3)=[CH:14][CH:13]=2)[C:10](=[O:28])[C:9]2[C:4](=[CH:5][CH:6]=[C:7]([C:30]3[CH:35]=[CH:34][CH:33]=[CH:32][CH:31]=3)[CH:8]=2)[N:3]=1. (4) Given the reactants [C:1]1([C:7]2[N:8]=[C:9]3[C@H:14]([CH2:15][C:16]4[CH:21]=[CH:20][CH:19]=[CH:18][CH:17]=4)[NH:13][CH:12]([C:22]4[CH:27]=[CH:26][CH:25]=[CH:24][CH:23]=4)[CH2:11][N:10]3[CH:28]=2)[CH:6]=[CH:5][CH:4]=[CH:3][CH:2]=1.[CH3:29][O:30][CH2:31][C:32](Cl)=[O:33], predict the reaction product. The product is: [CH3:29][O:30][CH2:31][C:32]([N:13]1[CH:12]([C:22]2[CH:23]=[CH:24][CH:25]=[CH:26][CH:27]=2)[CH2:11][N:10]2[CH:28]=[C:7]([C:1]3[CH:2]=[CH:3][CH:4]=[CH:5][CH:6]=3)[N:8]=[C:9]2[C@@H:14]1[CH2:15][C:16]1[CH:21]=[CH:20][CH:19]=[CH:18][CH:17]=1)=[O:33]. (5) Given the reactants [F:1][C:2]1([C:8]2[CH:15]=[CH:14][C:11]([C:12]#[N:13])=[CH:10][CH:9]=2)[CH2:7][CH2:6][O:5][CH2:4][CH2:3]1.Cl.[NH2:17][OH:18].C(N(CC)CC)C, predict the reaction product. The product is: [F:1][C:2]1([C:8]2[CH:15]=[CH:14][C:11]([C:12](=[N:17][OH:18])[NH2:13])=[CH:10][CH:9]=2)[CH2:7][CH2:6][O:5][CH2:4][CH2:3]1. (6) Given the reactants [NH2:1][C:2]1[CH:11]=[CH:10][C:5]2=[N:6][C:7](=[O:9])[N:8]=[C:4]2[CH:3]=1.C(N(CC)CC)C.[CH2:19]([CH:29]([CH2:33][CH2:34][CH2:35][CH2:36][CH2:37][CH2:38][CH2:39][CH2:40][CH2:41][CH2:42][CH2:43][CH3:44])[C:30](Cl)=[O:31])[CH2:20][CH2:21][CH2:22][CH2:23][CH2:24][CH2:25][CH2:26][CH2:27][CH3:28].O, predict the reaction product. The product is: [CH2:19]([CH:29]([CH2:33][CH2:34][CH2:35][CH2:36][CH2:37][CH2:38][CH2:39][CH2:40][CH2:41][CH2:42][CH2:43][CH3:44])[C:30]([NH:1][C:2]1[CH:11]=[CH:10][C:5]2=[N:6][C:7](=[O:9])[N:8]=[C:4]2[CH:3]=1)=[O:31])[CH2:20][CH2:21][CH2:22][CH2:23][CH2:24][CH2:25][CH2:26][CH2:27][CH3:28]. (7) The product is: [NH2:1][C:2]1[N:3]=[C:4]([NH2:35])[C:5]2[N:10]=[N:9][N:8]([CH:11]3[O:12][CH:13]([CH:25]=[CH:26][P:27](=[O:28])([OH:29])[OH:32])[CH2:14][CH:15]3[OH:16])[C:6]=2[N:7]=1. Given the reactants [NH2:1][C:2]1[N:3]=[C:4]([NH2:35])[C:5]2[N:10]=[N:9][N:8]([CH:11]3[CH:15]([O:16]C(=O)C4C=CC=CC=4)[CH2:14][CH:13]([CH:25]=[CH:26][P:27]([O:32]CC)([O:29]CC)=[O:28])[O:12]3)[C:6]=2[N:7]=1.[Si](Br)(C)(C)C.[NH4+].[OH-], predict the reaction product. (8) Given the reactants FC(F)(F)S([O-])(=O)=O.[C:9]1([S+:15]([C:23]2[CH:28]=[CH:27][CH:26]=[CH:25][CH:24]=2)[C:16]2[CH:21]=[CH:20][C:19]([OH:22])=[CH:18][CH:17]=2)[CH:14]=[CH:13][CH:12]=[CH:11][CH:10]=1.[Na].[F:30][C:31]([F:46])([S:42]([OH:45])(=[O:44])=[O:43])[CH2:32][O:33][C:34](=[O:41])[C:35]1[CH:40]=[CH:39][CH:38]=[CH:37][CH:36]=1, predict the reaction product. The product is: [C:9]1([S+:15]([C:23]2[CH:28]=[CH:27][CH:26]=[CH:25][CH:24]=2)[C:16]2[CH:21]=[CH:20][C:19]([OH:22])=[CH:18][CH:17]=2)[CH:14]=[CH:13][CH:12]=[CH:11][CH:10]=1.[F:46][C:31]([F:30])([S:42]([OH:45])(=[O:44])=[O:43])[CH2:32][O:33][C:34](=[O:41])[C:35]1[CH:40]=[CH:39][CH:38]=[CH:37][CH:36]=1. (9) The product is: [N+:33](=[C:16]([P:17](=[O:22])([O:20][CH3:21])[O:18][CH3:19])[C:15](=[O:14])[CH3:23])=[N-:34]. Given the reactants [H-].[Na+].C1C=CC=CC=1.O1CCCC1.[O:14]=[C:15]([CH3:23])[CH2:16][P:17](=[O:22])([O:20][CH3:21])[O:18][CH3:19].C1(C)C=CC(S([N:33]=[N+:34]=[N-])(=O)=O)=CC=1, predict the reaction product.